This data is from Full USPTO retrosynthesis dataset with 1.9M reactions from patents (1976-2016). The task is: Predict the reactants needed to synthesize the given product. Given the product [CH:2]([C:4]1[N:5]=[CH:6][C:7]([O:10][C@H:11]2[CH2:32][N:14]3[CH2:15][CH2:16][N:17]([S:19]([C:22]4[CH:27]=[CH:26][C:25]([C:28]([F:30])([F:31])[F:29])=[CH:24][CH:23]=4)(=[O:20])=[O:21])[CH2:18][C@@H:13]3[CH2:12]2)=[N:8][CH:9]=1)([CH3:3])[CH3:1], predict the reactants needed to synthesize it. The reactants are: [CH2:1]=[C:2]([C:4]1[N:5]=[CH:6][C:7]([O:10][C@H:11]2[CH2:32][N:14]3[CH2:15][CH2:16][N:17]([S:19]([C:22]4[CH:27]=[CH:26][C:25]([C:28]([F:31])([F:30])[F:29])=[CH:24][CH:23]=4)(=[O:21])=[O:20])[CH2:18][C@@H:13]3[CH2:12]2)=[N:8][CH:9]=1)[CH3:3].[H][H].